Dataset: Full USPTO retrosynthesis dataset with 1.9M reactions from patents (1976-2016). Task: Predict the reactants needed to synthesize the given product. (1) Given the product [OH:28][NH:30][C:23]([C:21]1[CH:20]=[CH:19][C:17]2[CH2:18][N:12]([C:10]([NH:9][C:6]3[CH:7]=[CH:8][C:3]([O:2][CH3:1])=[CH:4][CH:5]=3)=[O:11])[CH2:13][C@H:14]([CH3:27])[O:15][C:16]=2[CH:22]=1)=[O:25], predict the reactants needed to synthesize it. The reactants are: [CH3:1][O:2][C:3]1[CH:8]=[CH:7][C:6]([NH:9][C:10]([N:12]2[CH2:18][C:17]3[CH:19]=[CH:20][C:21]([C:23]([O:25]C)=O)=[CH:22][C:16]=3[O:15][C@@H:14]([CH3:27])[CH2:13]2)=[O:11])=[CH:5][CH:4]=1.[OH-:28].[Na+].[NH2:30]O. (2) The reactants are: [CH3:1][O:2][C:3]1[CH:4]=[C:5]([N:9]2[CH:13]=[C:12]([C:14](O)=[O:15])[C:11]([C:17]3[CH:22]=[CH:21][CH:20]=[CH:19][C:18]=3[N+:23]([O-])=O)=[N:10]2)[CH:6]=[CH:7][CH:8]=1.CO. Given the product [CH3:1][O:2][C:3]1[CH:4]=[C:5]([N:9]2[CH:13]=[C:12]3[C:14](=[O:15])[NH:23][C:18]4[CH:19]=[CH:20][CH:21]=[CH:22][C:17]=4[C:11]3=[N:10]2)[CH:6]=[CH:7][CH:8]=1, predict the reactants needed to synthesize it. (3) Given the product [F:9][C:10]([F:12])([F:11])[CH:7]([C:2]1[CH:3]=[CH:4][CH:5]=[CH:6][N:1]=1)[OH:8], predict the reactants needed to synthesize it. The reactants are: [N:1]1[CH:6]=[CH:5][CH:4]=[CH:3][C:2]=1[CH:7]=[O:8].[F:9][C:10]([Si](C)(C)C)([F:12])[F:11].[F-].C([N+](CCCC)(CCCC)CCCC)CCC. (4) Given the product [C:28]([C:25]1[CH:26]=[CH:27][C:22]([NH:21][C:4]2[N:3]=[C:2]([N:30]3[CH:34]=[CH:33][CH:32]=[N:31]3)[C:7]([C:8]#[C:9][CH2:10][CH2:11][CH2:12][NH:13][C:14](=[O:20])[O:15][C:16]([CH3:19])([CH3:18])[CH3:17])=[CH:6][N:5]=2)=[CH:23][CH:24]=1)#[N:29], predict the reactants needed to synthesize it. The reactants are: Cl[C:2]1[C:7]([C:8]#[C:9][CH2:10][CH2:11][CH2:12][NH:13][C:14](=[O:20])[O:15][C:16]([CH3:19])([CH3:18])[CH3:17])=[CH:6][N:5]=[C:4]([NH:21][C:22]2[CH:27]=[CH:26][C:25]([C:28]#[N:29])=[CH:24][CH:23]=2)[N:3]=1.[NH:30]1[CH:34]=[CH:33][CH:32]=[N:31]1.C(=O)([O-])[O-].[Cs+].[Cs+].O. (5) Given the product [CH2:47]([O:46][P:45](/[CH:44]=[CH:1]/[C:3]1[C:4]([O:14][CH2:15][C:16]2[CH:41]=[CH:40][C:19]([O:20][CH2:21][C:22]3[N:23]=[C:24]([C:28]4[CH:29]=[CH:30][C:31]([CH2:34][C:35]([O:37][CH2:38][CH3:39])=[O:36])=[CH:32][CH:33]=4)[O:25][C:26]=3[CH3:27])=[C:18]([O:42][CH3:43])[CH:17]=2)=[N:5][N:6]([C:8]2[CH:9]=[CH:10][CH:11]=[CH:12][CH:13]=2)[CH:7]=1)([O:49][CH2:50][CH3:51])=[O:52])[CH3:48], predict the reactants needed to synthesize it. The reactants are: [CH:1]([C:3]1[C:4]([O:14][CH2:15][C:16]2[CH:41]=[CH:40][C:19]([O:20][CH2:21][C:22]3[N:23]=[C:24]([C:28]4[CH:33]=[CH:32][C:31]([CH2:34][C:35]([O:37][CH2:38][CH3:39])=[O:36])=[CH:30][CH:29]=4)[O:25][C:26]=3[CH3:27])=[C:18]([O:42][CH3:43])[CH:17]=2)=[N:5][N:6]([C:8]2[CH:13]=[CH:12][CH:11]=[CH:10][CH:9]=2)[CH:7]=1)=O.[CH2:44](P(=O)(OCC)OCC)[P:45](=[O:52])([O:49][CH2:50][CH3:51])[O:46][CH2:47][CH3:48].CN(C)C=O.[H-].[Na+]. (6) Given the product [CH3:54][C:53]([CH3:56])([CH3:55])[CH2:52][C@H:47]([NH:46][C:11]([C:9]1[CH:8]=[CH:7][C:6]([CH:24]2[CH2:21][CH2:19]2)=[C:5]([O:4][CH2:3][C:2]([F:1])([F:18])[C:14]([F:17])([F:16])[F:15])[N:10]=1)=[O:13])[C:48](=[O:49])[NH:50][CH3:51], predict the reactants needed to synthesize it. The reactants are: [F:1][C:2]([F:18])([C:14]([F:17])([F:16])[F:15])[CH2:3][O:4][C:5]1[N:10]=[C:9]([C:11]([OH:13])=O)[CH:8]=[CH:7][CH:6]=1.[CH2:19]([C:21](NC(C1C=CC=C(OCC(F)(F)C(F)(F)F)N=1)=O)([C:24](=O)NC)CC)C.[NH2:46][C@@H:47]([CH2:52][C:53]([CH3:56])([CH3:55])[CH3:54])[C:48]([NH:50][CH3:51])=[O:49]. (7) Given the product [Cl:1][C:2]1[CH:3]=[C:4]([C:5]2[O:7][N:30]=[C:31]([C:32]3[CH:49]=[CH:48][C:35]4[CH2:36][CH2:37][N:38]([C:41]([O:43][C:44]([CH3:45])([CH3:46])[CH3:47])=[O:42])[CH2:39][CH2:40][C:34]=4[CH:33]=3)[N:50]=2)[CH:8]=[CH:9][C:10]=1[O:11][CH:12]([CH3:14])[CH3:13], predict the reactants needed to synthesize it. The reactants are: [Cl:1][C:2]1[CH:3]=[C:4]([CH:8]=[CH:9][C:10]=1[O:11][CH:12]([CH3:14])[CH3:13])[C:5]([OH:7])=O.C1C=CC2N(O)N=NC=2C=1.C(Cl)CCl.O[NH:30][C:31](=[NH:50])[C:32]1[CH:49]=[CH:48][C:35]2[CH2:36][CH2:37][N:38]([C:41]([O:43][C:44]([CH3:47])([CH3:46])[CH3:45])=[O:42])[CH2:39][CH2:40][C:34]=2[CH:33]=1. (8) Given the product [F:14][C:15]1[CH:20]=[C:19]([N+:21]([O-:23])=[O:22])[CH:18]=[CH:17][C:16]=1[N:24]1[CH2:29][CH2:28][N:27]([CH:6]([C:2]2[O:1][CH:5]=[CH:4][N:3]=2)[C:8]2[CH:13]=[CH:12][CH:11]=[CH:10][CH:9]=2)[CH2:26][CH2:25]1, predict the reactants needed to synthesize it. The reactants are: [O:1]1[CH:5]=[CH:4][N:3]=[C:2]1[C:6]([C:8]1[CH:13]=[CH:12][CH:11]=[CH:10][CH:9]=1)=O.[F:14][C:15]1[CH:20]=[C:19]([N+:21]([O-:23])=[O:22])[CH:18]=[CH:17][C:16]=1[N:24]1[CH2:29][CH2:28][NH:27][CH2:26][CH2:25]1.[BH3-]C#N.[Na+].C([O-])(O)=O.[Na+]. (9) Given the product [CH2:37]([O:39][C:40](=[O:49])[CH2:41][C:42]1[CH:43]=[N:44][C:45]([C:18]2[CH:19]=[CH:20][C:15]([C:12]([CH2:13][CH3:14])([C:9]3[CH:10]=[CH:11][C:6](/[CH:5]=[CH:4]/[C:3]([CH2:34][CH3:35])([OH:36])[CH2:1][CH3:2])=[C:7]([CH3:33])[CH:8]=3)[CH2:31][CH3:32])=[CH:16][C:17]=2[CH3:30])=[N:46][CH:47]=1)[CH3:38], predict the reactants needed to synthesize it. The reactants are: [CH2:1]([C:3]([OH:36])([CH2:34][CH3:35])/[CH:4]=[CH:5]/[C:6]1[CH:11]=[CH:10][C:9]([C:12]([CH2:31][CH3:32])([C:15]2[CH:20]=[CH:19][C:18](B3OC(C)(C)C(C)(C)O3)=[C:17]([CH3:30])[CH:16]=2)[CH2:13][CH3:14])=[CH:8][C:7]=1[CH3:33])[CH3:2].[CH2:37]([O:39][C:40](=[O:49])[CH2:41][C:42]1[CH:43]=[N:44][C:45](Br)=[N:46][CH:47]=1)[CH3:38].P([O-])([O-])([O-])=O.[K+].[K+].[K+]. (10) Given the product [NH2:26][C:25]1[C:20]([CH2:19][NH:18][CH:7]([CH:1]2[CH2:2][CH2:3][CH2:4][CH2:5][CH2:6]2)[CH2:8][C:9]([NH:11][CH2:12][CH2:13][C:14]([CH3:15])([CH3:16])[CH3:17])=[O:10])=[CH:21][C:22]([O:29][C:30]2[CH:35]=[CH:34][CH:33]=[CH:32][CH:31]=2)=[N:23][CH:24]=1, predict the reactants needed to synthesize it. The reactants are: [CH:1]1([CH:7]([NH:18][CH2:19][C:20]2[C:25]([N+:26]([O-])=O)=[CH:24][N:23]=[C:22]([O:29][C:30]3[CH:35]=[CH:34][CH:33]=[CH:32][CH:31]=3)[CH:21]=2)[CH2:8][C:9]([NH:11][CH2:12][CH2:13][C:14]([CH3:17])([CH3:16])[CH3:15])=[O:10])[CH2:6][CH2:5][CH2:4][CH2:3][CH2:2]1.[H][H].